Dataset: Catalyst prediction with 721,799 reactions and 888 catalyst types from USPTO. Task: Predict which catalyst facilitates the given reaction. (1) Reactant: [CH2:1]([NH:8][C:9]1[CH:16]=[CH:15][C:12](C=O)=[CH:11][C:10]=1[N+:17]([O-:19])=[O:18])[C:2]1[CH:7]=[CH:6][CH:5]=[CH:4][CH:3]=1.[NH:20]1[CH2:25][CH2:24][O:23][CH2:22][CH2:21]1.[C:26]([BH3-])#N.[Na+].[OH-].[Na+]. Product: [CH2:1]([NH:8][C:9]1[CH:16]=[CH:15][C:12]([N:20]2[CH2:25][CH2:24][O:23][CH2:22][CH2:21]2)=[C:11]([CH3:26])[C:10]=1[N+:17]([O-:19])=[O:18])[C:2]1[CH:3]=[CH:4][CH:5]=[CH:6][CH:7]=1. The catalyst class is: 466. (2) Reactant: [F:1][C:2]([F:22])([F:21])[C:3]1[C:11]2[CH2:10][CH2:9][CH2:8][CH2:7][C:6]=2[N:5]([C:12]2[CH:20]=[CH:19][C:15]([C:16](O)=[O:17])=[CH:14][CH:13]=2)[N:4]=1.C(N1C=CN=C1)([N:25]1[CH:29]=[CH:28]N=C1)=O.C(N)C. Product: [CH2:29]([NH:25][C:16](=[O:17])[C:15]1[CH:19]=[CH:20][C:12]([N:5]2[C:6]3[CH2:7][CH2:8][CH2:9][CH2:10][C:11]=3[C:3]([C:2]([F:1])([F:22])[F:21])=[N:4]2)=[CH:13][CH:14]=1)[CH3:28]. The catalyst class is: 489.